Dataset: Reaction yield outcomes from USPTO patents with 853,638 reactions. Task: Predict the reaction yield, written as a fraction of the theoretical maximum amount of product (1.0 means a 100% yield; for example, 0.34 means a 34% yield). (1) The reactants are [C:1]([O:5][C:6]([NH:8][CH2:9][CH2:10][O:11][C:12]1[CH:20]=[C:19]([S:21][CH3:22])[CH:18]=[CH:17][C:13]=1[C:14]([OH:16])=O)=[O:7])([CH3:4])([CH3:3])[CH3:2].[NH2:23][C:24]1[C:25]([C:30]([NH:32][C:33]2[CH:38]=[CH:37][C:36]([Cl:39])=[CH:35][N:34]=2)=[O:31])=[N:26][CH:27]=[CH:28][CH:29]=1. No catalyst specified. The product is [C:1]([O:5][C:6]([NH:8][CH2:9][CH2:10][O:11][C:12]1[CH:20]=[C:19]([S:21][CH3:22])[CH:18]=[CH:17][C:13]=1[C:14]([NH:23][C:24]1[C:25]([C:30]([NH:32][C:33]2[CH:38]=[CH:37][C:36]([Cl:39])=[CH:35][N:34]=2)=[O:31])=[N:26][CH:27]=[CH:28][CH:29]=1)=[O:16])=[O:7])([CH3:2])([CH3:3])[CH3:4]. The yield is 0.790. (2) The reactants are [OH:1][C:2]1[CH:3]=[CH:4][C:5]2[C:9]([O:10][C:11]3[CH:12]=[CH:13][C:14](/[CH:17]=[CH:18]/[C:19](O)=[O:20])=[N:15][CH:16]=3)=[C:8]([C:22]3[CH:27]=[CH:26][C:25]([OH:28])=[CH:24][CH:23]=3)[S:7][C:6]=2[CH:29]=1.[CH3:30][N:31](C(ON1N=NC2C=CC=NC1=2)=[N+](C)C)C.F[P-](F)(F)(F)(F)F.Cl.CN.CN1CCOCC1. The catalyst is CN(C=O)C. The product is [OH:1][C:2]1[CH:3]=[CH:4][C:5]2[C:9]([O:10][C:11]3[CH:12]=[CH:13][C:14](/[CH:17]=[CH:18]/[C:19]([NH:31][CH3:30])=[O:20])=[N:15][CH:16]=3)=[C:8]([C:22]3[CH:27]=[CH:26][C:25]([OH:28])=[CH:24][CH:23]=3)[S:7][C:6]=2[CH:29]=1. The yield is 0.370.